Dataset: Catalyst prediction with 721,799 reactions and 888 catalyst types from USPTO. Task: Predict which catalyst facilitates the given reaction. (1) Reactant: [CH3:1][O:2][C:3](=[O:30])[C@@H:4]([NH:10][C:11]([C:24]1[CH:29]=[CH:28][CH:27]=[CH:26][CH:25]=1)([C:18]1[CH:23]=[CH:22][CH:21]=[CH:20][CH:19]=1)[C:12]1[CH:17]=[CH:16][CH:15]=[CH:14][CH:13]=1)[C@H:5]([N:7]=[N+]=[N-])[CH3:6]. Product: [CH3:1][O:2][C:3](=[O:30])[C@@H:4]([NH:10][C:11]([C:24]1[CH:29]=[CH:28][CH:27]=[CH:26][CH:25]=1)([C:12]1[CH:13]=[CH:14][CH:15]=[CH:16][CH:17]=1)[C:18]1[CH:23]=[CH:22][CH:21]=[CH:20][CH:19]=1)[C@H:5]([NH2:7])[CH3:6]. The catalyst class is: 99. (2) Reactant: Cl.[CH2:2]1[C:4]2([CH2:9][CH2:8][CH2:7][CH2:6][NH:5]2)[CH2:3]1.N1C=CC=CC=1.CCN(C(C)C)C(C)C.[Cl:25][C:26](Cl)([O:28]C(=O)OC(Cl)(Cl)Cl)Cl.Cl. Product: [CH2:3]1[C:4]2([CH2:9][CH2:8][CH2:7][CH2:6][N:5]2[C:26]([Cl:25])=[O:28])[CH2:2]1. The catalyst class is: 2. (3) Reactant: Br[C:2]1[CH:7]=[C:6]([F:8])[CH:5]=[C:4]([F:9])[CH:3]=1.[Mg].II.[Cl:13][CH2:14][C:15]([CH2:17][Cl:18])=[O:16].Cl. Product: [Cl:13][CH2:14][C:15]([C:2]1[CH:7]=[C:6]([F:8])[CH:5]=[C:4]([F:9])[CH:3]=1)([OH:16])[CH2:17][Cl:18]. The catalyst class is: 7. (4) Reactant: [Cl:1][C:2]1[CH:7]=[C:6]([O:8][C:9]2[CH:14]=[CH:13][C:12]([N:15]=[C:16]=[O:17])=[CH:11][CH:10]=2)[N:5]=[CH:4][N:3]=1.[CH3:18][N:19]1[CH2:24][CH2:23][CH:22]([CH2:25][O:26][C:27]2[CH:32]=[CH:31][C:30]([NH2:33])=[CH:29][C:28]=2[C:34]([F:37])([F:36])[F:35])[CH2:21][CH2:20]1. Product: [Cl:1][C:2]1[N:3]=[CH:4][N:5]=[C:6]([O:8][C:9]2[CH:10]=[CH:11][C:12]([NH:15][C:16]([NH:33][C:30]3[CH:31]=[CH:32][C:27]([O:26][CH2:25][CH:22]4[CH2:23][CH2:24][N:19]([CH3:18])[CH2:20][CH2:21]4)=[C:28]([C:34]([F:37])([F:35])[F:36])[CH:29]=3)=[O:17])=[CH:13][CH:14]=2)[CH:7]=1. The catalyst class is: 1. (5) Reactant: [CH3:1][O:2][C:3](=[O:18])[CH2:4][CH2:5][CH2:6][O:7][C:8]1[CH:13]=[CH:12][C:11]([CH:14]=[O:15])=[CH:10][C:9]=1[O:16][CH3:17].[N+:19]([O-])([OH:21])=[O:20].O. Product: [CH3:1][O:2][C:3](=[O:18])[CH2:4][CH2:5][CH2:6][O:7][C:8]1[CH:13]=[C:12]([N+:19]([O-:21])=[O:20])[C:11]([CH:14]=[O:15])=[CH:10][C:9]=1[O:16][CH3:17]. The catalyst class is: 152. (6) Reactant: [C:9](O[C:9]([O:11][C:12]([CH3:15])([CH3:14])[CH3:13])=[O:10])([O:11][C:12]([CH3:15])([CH3:14])[CH3:13])=[O:10].[NH2:16][C:17]1[CH:18]=[C:19]([CH:22]=[CH:23][CH:24]=1)[C:20]#[N:21].CN1CCOCC1. Product: [C:20]([C:19]1[CH:18]=[C:17]([NH:16][C:9](=[O:10])[O:11][C:12]([CH3:13])([CH3:14])[CH3:15])[CH:24]=[CH:23][CH:22]=1)#[N:21]. The catalyst class is: 258. (7) Reactant: [Br:1][C:2]1[C:3]([OH:10])=[C:4]([CH:7]=[CH:8][CH:9]=1)[C:5]#[N:6].Br[C:12]1C(O)=C(C=C(Br)C=1)C#N.IC.C([O-])([O-])=O.[K+].[K+]. Product: [Br:1][C:2]1[C:3]([O:10][CH3:12])=[C:4]([CH:7]=[CH:8][CH:9]=1)[C:5]#[N:6]. The catalyst class is: 18.